From a dataset of Full USPTO retrosynthesis dataset with 1.9M reactions from patents (1976-2016). Predict the reactants needed to synthesize the given product. (1) Given the product [CH3:1][S:2]([N:5]1[CH2:9][CH2:8][CH:7]([C:10]2[CH:11]=[CH:12][CH:13]=[C:14]3[C:19]=2[N:18]=[C:17]([NH:20][C@H:21]2[CH2:26][CH2:25][C@H:24]([OH:27])[CH2:23][CH2:22]2)[N:16]=[CH:15]3)[CH2:6]1)(=[O:3])=[O:4], predict the reactants needed to synthesize it. The reactants are: [CH3:1][S:2]([N:5]1[CH2:9][CH2:8][C:7]([C:10]2[CH:11]=[CH:12][CH:13]=[C:14]3[C:19]=2[N:18]=[C:17]([NH:20][C@H:21]2[CH2:26][CH2:25][C@H:24]([OH:27])[CH2:23][CH2:22]2)[N:16]=[CH:15]3)=[CH:6]1)(=[O:4])=[O:3]. (2) Given the product [CH2:1]([N:3]1[C:15]2[CH:14]=[CH:13][C:12]([NH:16][C:24](=[O:28])[CH2:23][C:22]([OH:21])([CH3:29])[CH2:27][CH2:26][OH:25])=[CH:11][C:10]=2[C:9]2[C:4]1=[CH:5][CH:6]=[CH:7][CH:8]=2)[CH3:2], predict the reactants needed to synthesize it. The reactants are: [CH2:1]([N:3]1[C:15]2[CH:14]=[CH:13][C:12]([NH2:16])=[CH:11][C:10]=2[C:9]2[C:4]1=[CH:5][CH:6]=[CH:7][CH:8]=2)[CH3:2].C[Al](C)C.[OH:21][C:22]1([CH3:29])[CH2:27][CH2:26][O:25][C:24](=[O:28])[CH2:23]1.Cl.